From a dataset of Reaction yield outcomes from USPTO patents with 853,638 reactions. Predict the reaction yield, written as a fraction of the theoretical maximum amount of product (1.0 means a 100% yield; for example, 0.34 means a 34% yield). (1) The reactants are [CH3:1][O:2][C:3]1[CH:14]=[CH:13][C:6]([CH2:7][O:8][CH2:9][C:10]([OH:12])=O)=[CH:5][CH:4]=1.Cl.[CH3:16][NH:17][O:18][CH3:19].F[P-](F)(F)(F)(F)F.N1(O[P+](N(C)C)(N(C)C)N(C)C)C2C=CC=CC=2N=N1. The yield is 0.690. The catalyst is C(Cl)Cl. The product is [CH3:19][O:18][N:17]([CH3:16])[C:10](=[O:12])[CH2:9][O:8][CH2:7][C:6]1[CH:5]=[CH:4][C:3]([O:2][CH3:1])=[CH:14][CH:13]=1. (2) The reactants are Br[C:2]1[CH:23]=[CH:22][C:5]([C:6]([NH:8][S:9]([C:12]2[CH:17]=[CH:16][CH:15]=[CH:14][C:13]=2[S:18](=[O:21])(=[O:20])[NH2:19])(=[O:11])=[O:10])=[O:7])=[CH:4][C:3]=1[O:24][CH2:25][CH2:26][O:27][CH2:28][CH2:29][O:30][CH3:31].[O:32]1[C:36]2[CH:37]=[CH:38][CH:39]=[CH:40][C:35]=2[CH:34]=[C:33]1B(O)O. No catalyst specified. The product is [O:32]1[C:36]2[CH:37]=[CH:38][CH:39]=[CH:40][C:35]=2[CH:34]=[C:33]1[C:2]1[CH:23]=[CH:22][C:5]([C:6]([NH:8][S:9]([C:12]2[CH:17]=[CH:16][CH:15]=[CH:14][C:13]=2[S:18](=[O:20])(=[O:21])[NH2:19])(=[O:11])=[O:10])=[O:7])=[CH:4][C:3]=1[O:24][CH2:25][CH2:26][O:27][CH2:28][CH2:29][O:30][CH3:31]. The yield is 0.210. (3) The reactants are [Cl:1][C:2]1[CH:3]=[C:4]([OH:8])[CH:5]=[CH:6][CH:7]=1.Br[CH2:10][C:11]([NH2:13])=[O:12].C([O-])([O-])=O.[K+].[K+]. The catalyst is CC(C)=O. The product is [Cl:1][C:2]1[CH:3]=[C:4]([CH:5]=[CH:6][CH:7]=1)[O:8][CH2:10][C:11]([NH2:13])=[O:12]. The yield is 0.870. (4) The reactants are [CH3:1][C:2]1[CH:11]=[CH:10][C:5]2[N:6]=[C:7]([NH2:9])[S:8][C:4]=2[CH:3]=1.Br[CH2:13][C:14](=O)[C:15]([O:17][CH2:18][CH3:19])=[O:16]. No catalyst specified. The product is [CH3:1][C:2]1[CH:11]=[CH:10][C:5]2[N:6]3[CH:13]=[C:14]([C:15]([O:17][CH2:18][CH3:19])=[O:16])[N:9]=[C:7]3[S:8][C:4]=2[CH:3]=1. The yield is 0.570. (5) The reactants are Br[CH2:2][CH2:3][CH2:4][C:5]([O:7][CH2:8][CH3:9])=[O:6].[C:10]1([C:16]2[CH:17]=[N:18][NH:19][CH:20]=2)[CH:15]=[CH:14][CH:13]=[CH:12][CH:11]=1.C([O-])([O-])=O.[K+].[K+]. The catalyst is CN(C=O)C.O. The product is [C:10]1([C:16]2[CH:17]=[N:18][N:19]([CH2:2][CH2:3][CH2:4][C:5]([O:7][CH2:8][CH3:9])=[O:6])[CH:20]=2)[CH:11]=[CH:12][CH:13]=[CH:14][CH:15]=1. The yield is 0.520. (6) The reactants are [F:1][C:2]1[CH:3]=[C:4]([CH:7]=[C:8]([F:11])[C:9]=1[F:10])[CH:5]=O.C1(P(C2C=CC=CC=2)(C2C=CC=CC=2)=[C:19]([CH3:25])[C:20]([O:22][CH2:23][CH3:24])=[O:21])C=CC=CC=1. The catalyst is CN(C=O)C. The product is [CH3:25]/[C:19](=[CH:5]\[C:4]1[CH:3]=[C:2]([F:1])[C:9]([F:10])=[C:8]([F:11])[CH:7]=1)/[C:20]([O:22][CH2:23][CH3:24])=[O:21]. The yield is 0.930.